This data is from Full USPTO retrosynthesis dataset with 1.9M reactions from patents (1976-2016). The task is: Predict the reactants needed to synthesize the given product. (1) Given the product [Cl:1][C:2]1[CH:3]=[CH:4][C:5]([C:8]2[O:9][C:10]([S:13][CH2:14][C:15]3[N:25]=[N:24][N:23]([C:17]4[CH:22]=[CH:21][CH:20]=[CH:19][CH:18]=4)[CH:16]=3)=[N:11][N:12]=2)=[CH:6][CH:7]=1, predict the reactants needed to synthesize it. The reactants are: [Cl:1][C:2]1[CH:7]=[CH:6][C:5]([C:8]2[O:9][C:10]([S:13][CH2:14][C:15]#[CH:16])=[N:11][N:12]=2)=[CH:4][CH:3]=1.[C:17]1([N:23]=[N+:24]=[N-:25])[CH:22]=[CH:21][CH:20]=[CH:19][CH:18]=1. (2) Given the product [C:1]([O:5][C:6]([N:8]1[C:16]2[C:11](=[CH:12][CH:13]=[C:14]([C:17]([CH3:20])([CH3:19])[CH3:18])[CH:15]=2)[CH2:10][CH2:9]1)=[O:7])([CH3:4])([CH3:3])[CH3:2], predict the reactants needed to synthesize it. The reactants are: [C:1]([O:5][C:6]([N:8]1[C:16]2[C:11](=[CH:12][CH:13]=[C:14]([C:17]([CH3:20])([CH3:19])[CH3:18])[CH:15]=2)[CH:10]=[CH:9]1)=[O:7])([CH3:4])([CH3:3])[CH3:2]. (3) Given the product [Br:29][C:30]1[CH:35]=[CH:34][C:33]([F:36])=[CH:32][C:31]=1[CH2:37][C@@H:38]([NH:40][C:2]1[CH:7]=[CH:6][NH:5][C:4](=[O:8])[C:3]=1[C:9]1[NH:10][C:11]2[C:12]([N:28]=1)=[CH:13][C:14]1[CH2:15][N:16]([CH2:21][CH2:22][N:23]3[CH2:27][CH2:26][CH2:25][CH2:24]3)[C:17](=[O:20])[C:18]=1[CH:19]=2)[CH3:39], predict the reactants needed to synthesize it. The reactants are: Cl[C:2]1[CH:7]=[CH:6][NH:5][C:4](=[O:8])[C:3]=1[C:9]1[NH:10][C:11]2[C:12]([N:28]=1)=[CH:13][C:14]1[CH2:15][N:16]([CH2:21][CH2:22][N:23]3[CH2:27][CH2:26][CH2:25][CH2:24]3)[C:17](=[O:20])[C:18]=1[CH:19]=2.[Br:29][C:30]1[CH:35]=[CH:34][C:33]([F:36])=[CH:32][C:31]=1[CH2:37][C@@H:38]([NH2:40])[CH3:39].CCN(C(C)C)C(C)C. (4) Given the product [ClH:35].[C:32]([CH2:31][C:28]1[CH:29]=[CH:30][C:25]([CH2:24][N:14]2[C:15]3[C:20](=[CH:19][CH:18]=[CH:17][CH:16]=3)[C:21]3[CH2:22][CH2:23][NH:11][CH2:12][C:13]2=3)=[CH:26][CH:27]=1)([OH:34])=[O:33], predict the reactants needed to synthesize it. The reactants are: C(OC([N:11]1[CH2:23][CH2:22][C:21]2[C:20]3[C:15](=[CH:16][CH:17]=[CH:18][CH:19]=3)[N:14]([CH2:24][C:25]3[CH:30]=[CH:29][C:28]([CH2:31][C:32]([OH:34])=[O:33])=[CH:27][CH:26]=3)[C:13]=2[CH2:12]1)=O)C1C=CC=CC=1.[ClH:35]. (5) Given the product [CH3:30][O:31][C:32]1[CH:37]=[CH:36][C:35]([NH:38][C:39]([NH:26][C:25]2[CH:27]=[CH:28][CH:29]=[C:23]([O:22][C:6]3[C:5]4[C:10](=[CH:11][C:12]([O:13][CH2:14][CH2:15][N:16]5[CH2:21][CH2:20][O:19][CH2:18][CH2:17]5)=[C:3]([O:2][CH3:1])[CH:4]=4)[N:9]=[CH:8][N:7]=3)[CH:24]=2)=[O:40])=[CH:34][C:33]=1[C:48]([F:49])([F:50])[F:51], predict the reactants needed to synthesize it. The reactants are: [CH3:1][O:2][C:3]1[CH:4]=[C:5]2[C:10](=[CH:11][C:12]=1[O:13][CH2:14][CH2:15][N:16]1[CH2:21][CH2:20][O:19][CH2:18][CH2:17]1)[N:9]=[CH:8][N:7]=[C:6]2[O:22][C:23]1[CH:24]=[C:25]([CH:27]=[CH:28][CH:29]=1)[NH2:26].[CH3:30][O:31][C:32]1[CH:37]=[CH:36][C:35]([NH:38][C:39](=O)[O:40]C2C=CC=CC=2)=[CH:34][C:33]=1[C:48]([F:51])([F:50])[F:49]. (6) Given the product [C:1]([OH:8])(=[O:7])[CH2:2][CH2:3][C:4]([OH:6])=[O:5].[F:9][C:10]1[C:11]([CH2:32][NH:33][CH3:34])=[CH:12][N:13]([S:22]([C:25]2[CH:26]=[N:27][CH:28]=[C:29]([F:31])[CH:30]=2)(=[O:23])=[O:24])[C:14]=1[C:15]1[C:16]([F:21])=[N:17][CH:18]=[CH:19][CH:20]=1, predict the reactants needed to synthesize it. The reactants are: [C:1]([OH:8])(=[O:7])[CH2:2][CH2:3][C:4]([OH:6])=[O:5].[F:9][C:10]1[C:11]([CH2:32][NH:33][CH3:34])=[CH:12][N:13]([S:22]([C:25]2[CH:26]=[N:27][CH:28]=[C:29]([F:31])[CH:30]=2)(=[O:24])=[O:23])[C:14]=1[C:15]1[C:16]([F:21])=[N:17][CH:18]=[CH:19][CH:20]=1.